Regression/Classification. Given a drug SMILES string, predict its absorption, distribution, metabolism, or excretion properties. Task type varies by dataset: regression for continuous measurements (e.g., permeability, clearance, half-life) or binary classification for categorical outcomes (e.g., BBB penetration, CYP inhibition). Dataset: cyp2d6_veith. From a dataset of CYP2D6 inhibition data for predicting drug metabolism from PubChem BioAssay. The result is 1 (inhibitor). The molecule is CS(=O)(=O)Nc1ccc(Cc2noc(-c3ccc4[nH]cc(CCN)c4c3)n2)cc1.